This data is from Cav3 T-type calcium channel HTS with 100,875 compounds. The task is: Binary Classification. Given a drug SMILES string, predict its activity (active/inactive) in a high-throughput screening assay against a specified biological target. (1) The result is 0 (inactive). The molecule is O(C(=O)C(NC(=O)CNC(=O)C)Cc1c2c([nH]c1)cccc2)CC. (2) The compound is s1c(CC(=O)Nc2ccc(cc2)C(O)=O)ccc1. The result is 0 (inactive).